Task: Predict which catalyst facilitates the given reaction.. Dataset: Catalyst prediction with 721,799 reactions and 888 catalyst types from USPTO (1) Reactant: [C:1]1([C:8]2[CH:13]=[CH:12][CH:11]=[CH:10][C:9]=2[NH2:14])[CH2:7][CH2:6][CH2:5][CH2:4][CH2:3][CH:2]=1.Cl.Cl[CH2:17][CH2:18][NH:19][CH2:20][CH2:21]Cl. Product: [C:1]1([C:8]2[CH:13]=[CH:12][CH:11]=[CH:10][C:9]=2[N:14]2[CH2:21][CH2:20][NH:19][CH2:18][CH2:17]2)[CH2:7][CH2:6][CH2:5][CH2:4][CH2:3][CH:2]=1. The catalyst class is: 262. (2) Product: [CH3:60][C:59]1[C:58]([NH:57][C:46]([C:43]2[CH:44]=[CH:45][C:13]3[C@:3]4([CH2:1][C:2]5[CH:84]=[CH:83][CH:82]=[CH:87][CH:86]=5)[CH2:9][CH2:10][C@@:11]([CH2:12][CH3:73])([OH:17])[CH2:5][C@@H:4]4[CH2:21][CH2:31][CH2:30][C:29]=3[CH:42]=2)=[O:48])=[CH:63][CH:62]=[CH:61][N:64]=1. The catalyst class is: 18. Reactant: [CH2:1]([C@:3]12[CH2:13][CH2:12][C@@:11]([OH:17])(CCC)[CH2:10][C@H:9]1CCC[C:5]1C=C(C(O)=O)C=[CH:21][C:4]2=1)[CH3:2].C([C@@]12CC[C@](O)(CCC)C[C@@H]1C[CH2:31][CH2:30][C:29]1[CH:42]=[C:43]([C:46]([OH:48])=O)[CH:44]=[CH:45]C2=1)C.CN(C(O[N:57]1N=[N:64][C:59]2[CH:60]=[CH:61][CH:62]=[CH:63][C:58]1=2)=[N+](C)C)C.F[P-](F)(F)(F)(F)F.[CH3:73]CN(C(C)C)C(C)C.[C:82]1(N)[C:83](N)=[CH:84]C=[CH:86][CH:87]=1. (3) Reactant: C([N:5]1[CH:9]=[C:8]([C:10]2[CH:15]=[C:14]([Cl:16])[CH:13]=[CH:12][C:11]=2[OH:17])[C:7]([NH:18]C(=O)C(F)(F)F)=[N:6]1)(C)(C)C.[Cl:25][C:26]1[C:27](F)=[CH:28][C:29]([F:52])=[C:30]([S:32]([N:35](CC2C=CC(OC)=CC=2OC)[C:36]2[S:37][CH:38]=[N:39][N:40]=2)(=[O:34])=[O:33])[CH:31]=1.CO. Product: [NH2:18][C:7]1[NH:6][N:5]=[CH:9][C:8]=1[C:10]1[CH:15]=[C:14]([Cl:16])[CH:13]=[CH:12][C:11]=1[O:17][C:27]1[C:26]([Cl:25])=[CH:31][C:30]([S:32]([NH:35][C:36]2[S:37][CH:38]=[N:39][N:40]=2)(=[O:33])=[O:34])=[C:29]([F:52])[CH:28]=1. The catalyst class is: 33.